Dataset: Forward reaction prediction with 1.9M reactions from USPTO patents (1976-2016). Task: Predict the product of the given reaction. (1) Given the reactants [F:1][C:2]1[CH:3]=[N:4][C:5]([O:17][C:18]2[CH:23]=[CH:22][CH:21]=[C:20]([S:24][CH3:25])[CH:19]=2)=[C:6]([CH:16]=1)[C:7]([NH:9][CH:10]1[CH2:15][CH2:14][NH:13][CH2:12][CH2:11]1)=[O:8].ON1C2C=CC=CC=2N=N1.CN1CCOCC1.[N:43]1[CH:48]=[CH:47][C:46]([C:49](O)=[O:50])=[CH:45][CH:44]=1.Cl.CN(C)CCCN=C=NCC, predict the reaction product. The product is: [NH3:4].[F:1][C:2]1[CH:3]=[N:4][C:5]([O:17][C:18]2[CH:23]=[CH:22][CH:21]=[C:20]([S:24][CH3:25])[CH:19]=2)=[C:6]([CH:16]=1)[C:7]([NH:9][CH:10]1[CH2:11][CH2:12][N:13]([C:49]([C:46]2[CH:47]=[CH:48][N:43]=[CH:44][CH:45]=2)=[O:50])[CH2:14][CH2:15]1)=[O:8]. (2) Given the reactants [Cl:1][C:2]1[CH:29]=[C:28]([N:30]([CH3:32])[CH3:31])[CH:27]=[C:26]([CH3:33])[C:3]=1[C:4]([N:6]1[C:14]2[C:9](=[N:10][CH:11]=[CH:12][CH:13]=2)[C:8]([C:15]2[CH:24]=[CH:23][C:18]([C:19]([O:21]C)=[O:20])=[CH:17][C:16]=2[F:25])=[N:7]1)=[O:5].O[Li].O, predict the reaction product. The product is: [Cl:1][C:2]1[CH:29]=[C:28]([N:30]([CH3:32])[CH3:31])[CH:27]=[C:26]([CH3:33])[C:3]=1[C:4]([N:6]1[C:14]2[C:9](=[N:10][CH:11]=[CH:12][CH:13]=2)[C:8]([C:15]2[CH:24]=[CH:23][C:18]([C:19]([OH:21])=[O:20])=[CH:17][C:16]=2[F:25])=[N:7]1)=[O:5].